Dataset: Peptide-MHC class I binding affinity with 185,985 pairs from IEDB/IMGT. Task: Regression. Given a peptide amino acid sequence and an MHC pseudo amino acid sequence, predict their binding affinity value. This is MHC class I binding data. The peptide sequence is SMYSTVATI. The MHC is HLA-A02:06 with pseudo-sequence HLA-A02:06. The binding affinity (normalized) is 0.213.